This data is from Forward reaction prediction with 1.9M reactions from USPTO patents (1976-2016). The task is: Predict the product of the given reaction. (1) Given the reactants [NH2:1][C:2]1[C:3]([C:12](=[O:14])[NH2:13])=[N:4][S:5][C:6]=1[C:7]([O:9]CC)=O.C(O)(=O)C.[CH:19](N)=[NH:20].C(N)=O, predict the reaction product. The product is: [O:9]=[C:7]1[NH:20][CH:19]=[N:1][C:2]2[C:3]([C:12]([NH2:13])=[O:14])=[N:4][S:5][C:6]1=2. (2) Given the reactants [NH2:1][C:2]1[CH:7]=[CH:6][C:5]([Cl:8])=[CH:4][C:3]=1[CH:9]([C:11]1[C:20]2[O:19][CH2:18][CH2:17][O:16][C:15]=2[CH:14]=[CH:13][CH:12]=1)[OH:10].[CH3:21][O:22][C:23]1[CH:30]=[C:29]([O:31][CH3:32])[CH:28]=[CH:27][C:24]=1[CH:25]=O.[BH4-].[Na+], predict the reaction product. The product is: [Cl:8][C:5]1[CH:6]=[CH:7][C:2]([NH:1][CH2:25][C:24]2[CH:27]=[CH:28][C:29]([O:31][CH3:32])=[CH:30][C:23]=2[O:22][CH3:21])=[C:3]([CH:9]([C:11]2[C:20]3[O:19][CH2:18][CH2:17][O:16][C:15]=3[CH:14]=[CH:13][CH:12]=2)[OH:10])[CH:4]=1. (3) Given the reactants [F:1][C:2]([F:12])([F:11])[C:3]([CH3:10])([CH3:9])[C:4](=O)[CH2:5][C:6]#[N:7].[OH-:13].[Na+].Cl.[NH2:16]O.C(Cl)(Cl)Cl, predict the reaction product. The product is: [F:1][C:2]([F:12])([F:11])[C:3]([C:4]1[CH:5]=[C:6]([NH2:7])[O:13][N:16]=1)([CH3:10])[CH3:9]. (4) Given the reactants [CH3:1][C@:2]1([NH:34]C(=O)OC(C)(C)C)[CH2:6][CH2:5][N:4]([C@@H:7]([C:12]2[CH:13]=[CH:14][C:15]3[N:16]([C:18]([C:21]4[CH:30]=[CH:29][C:28]5[C:23](=[C:24]([O:32][CH3:33])[CH:25]=[C:26]([F:31])[CH:27]=5)[N:22]=4)=[N:19][N:20]=3)[CH:17]=2)[C:8]([F:11])([F:10])[F:9])[CH2:3]1.Cl, predict the reaction product. The product is: [CH3:1][C@:2]1([NH2:34])[CH2:6][CH2:5][N:4]([C@@H:7]([C:12]2[CH:13]=[CH:14][C:15]3[N:16]([C:18]([C:21]4[CH:30]=[CH:29][C:28]5[C:23](=[C:24]([O:32][CH3:33])[CH:25]=[C:26]([F:31])[CH:27]=5)[N:22]=4)=[N:19][N:20]=3)[CH:17]=2)[C:8]([F:10])([F:9])[F:11])[CH2:3]1.